Dataset: Forward reaction prediction with 1.9M reactions from USPTO patents (1976-2016). Task: Predict the product of the given reaction. (1) Given the reactants O=C[C@@H]([C@H]([C@@H]([C@@H](CO)O)O)O)O.OP([O-])(O)=O.[K+].[OH-].[Na+].S([O-])([O-])(=O)=O.[NH4+:26].[NH4+:27].Cl.S1C=CC=CC1.[OH:35][C:36]([CH2:38][CH2:39][CH2:40][CH2:41][C@H:42]1[C@@H]2[C@@H](NC(N2)=O)CS1)=[O:37], predict the reaction product. The product is: [NH2:26][C@H:38]([C:36]([OH:35])=[O:37])[CH2:39][CH2:40][CH2:41][CH2:42][NH2:27]. (2) Given the reactants [Br:1][C:2]1[CH:3]=[C:4]([CH:25]=[CH:26][CH:27]=1)[CH2:5][N:6]1[C:14]2[C:13](=[O:15])[N:12]([CH3:16])[C:11](=[O:17])[N:10]([CH3:18])[C:9]=2[N:8]=[C:7]1[S:19][C:20]([CH3:24])([CH3:23])[CH2:21][OH:22].[CH3:28][S:29](Cl)(=[O:31])=[O:30], predict the reaction product. The product is: [CH3:28][S:29]([O:22][CH2:21][C:20]([S:19][C:7]1[N:6]([CH2:5][C:4]2[CH:25]=[CH:26][CH:27]=[C:2]([Br:1])[CH:3]=2)[C:14]2[C:13](=[O:15])[N:12]([CH3:16])[C:11](=[O:17])[N:10]([CH3:18])[C:9]=2[N:8]=1)([CH3:23])[CH3:24])(=[O:31])=[O:30]. (3) Given the reactants [CH3:1][O:2][C:3]1[CH:4]=[C:5]([C:12]2[CH2:13][CH2:14][N:15]([CH2:18][CH2:19][C:20]([F:23])([F:22])[F:21])[CH2:16][CH:17]=2)[CH:6]=[CH:7][C:8]=1[N+:9]([O-])=O, predict the reaction product. The product is: [CH3:1][O:2][C:3]1[CH:4]=[C:5]([CH:12]2[CH2:17][CH2:16][N:15]([CH2:18][CH2:19][C:20]([F:23])([F:21])[F:22])[CH2:14][CH2:13]2)[CH:6]=[CH:7][C:8]=1[NH2:9]. (4) Given the reactants [CH2:1]([O:8][C:9]1[CH:14]=[C:13]([O:15][CH2:16][C:17]2[CH:22]=[CH:21][CH:20]=[CH:19][CH:18]=2)[CH:12]=[C:11]([O:23][C:24]2[CH:29]=[CH:28][C:27]([N+:30]([O-:32])=[O:31])=[CH:26][CH:25]=2)[C:10]=1[C:33](=O)[CH2:34][C:35](=O)[C:36]([O:38][CH2:39][CH3:40])=[O:37])[C:2]1[CH:7]=[CH:6][CH:5]=[CH:4][CH:3]=1.O.[NH2:44][NH2:45], predict the reaction product. The product is: [CH2:1]([O:8][C:9]1[CH:14]=[C:13]([O:15][CH2:16][C:17]2[CH:18]=[CH:19][CH:20]=[CH:21][CH:22]=2)[CH:12]=[C:11]([O:23][C:24]2[CH:25]=[CH:26][C:27]([N+:30]([O-:32])=[O:31])=[CH:28][CH:29]=2)[C:10]=1[C:33]1[CH:34]=[C:35]([C:36]([O:38][CH2:39][CH3:40])=[O:37])[NH:45][N:44]=1)[C:2]1[CH:7]=[CH:6][CH:5]=[CH:4][CH:3]=1.